This data is from Catalyst prediction with 721,799 reactions and 888 catalyst types from USPTO. The task is: Predict which catalyst facilitates the given reaction. (1) Reactant: [CH:1]([C:3]1[CH:8]=[CH:7][N:6]=[C:5]([C:9]2[CH:14]=[CH:13][N:12]=[C:11]([C:15]([NH:17][CH3:18])=[O:16])[CH:10]=2)[C:4]=1[OH:19])=O.[Cl:20][C:21]1[CH:22]=[C:23]([CH:25]=[CH:26][C:27]=1[F:28])[NH2:24].[Si]([C:33]#[N:34])(C)(C)C.[Si](OS(C(F)(F)F)(=O)=O)(C)(C)C. Product: [NH2:34][C:33]1[O:19][C:4]2=[C:5]([C:9]3[CH:14]=[CH:13][N:12]=[C:11]([C:15]([NH:17][CH3:18])=[O:16])[CH:10]=3)[N:6]=[CH:7][CH:8]=[C:3]2[C:1]=1[NH:24][C:23]1[CH:25]=[CH:26][C:27]([F:28])=[C:21]([Cl:20])[CH:22]=1. The catalyst class is: 2. (2) Product: [CH2:22]([Si:25]([CH2:37][CH:38]=[CH2:39])([CH2:34][CH:35]=[CH2:36])[CH2:26][CH2:27][CH2:28][Si:29]([Br:1])([CH3:31])[CH3:30])[CH:23]=[CH2:24]. Reactant: [Br-:1].[Br-].C1(P(C2C=CC=CC=2)C2C=CC=CC=2)C=CC=CC=1.[CH2:22]([Si:25]([CH2:37][CH:38]=[CH2:39])([CH2:34][CH:35]=[CH2:36])[CH2:26][CH2:27][CH2:28][Si:29](OC)([CH3:31])[CH3:30])[CH:23]=[CH2:24]. The catalyst class is: 4. (3) Reactant: [CH2:1]1[C:6]2([CH2:11][CH2:10][CH2:9][CH2:8][CH2:7]2)[CH2:5][CH2:4][O:3][C:2]1=[O:12].[H-].C([Al+]CC(C)C)C(C)C.O.[OH-].[Na+]. Product: [CH2:1]1[C:6]2([CH2:11][CH2:10][CH2:9][CH2:8][CH2:7]2)[CH2:5][CH2:4][O:3][CH:2]1[OH:12]. The catalyst class is: 27. (4) The catalyst class is: 12. Product: [Br:1][C:2]1[CH:16]=[CH:15][C:5]([CH2:6][N:7]2[CH2:12][C@H:11]([CH3:13])[O:10][C@H:9]([CH3:14])[CH2:8]2)=[C:4]([O:23][CH2:24][CH3:25])[CH:3]=1. Reactant: [Br:1][C:2]1[CH:16]=[CH:15][C:5]([CH2:6][N:7]2[CH2:12][C@H:11]([CH3:13])[O:10][C@H:9]([CH3:14])[CH2:8]2)=[C:4](F)[CH:3]=1.C(NC([O:23][CH2:24][CH3:25])=O)C.[H-].[Na+]. (5) Reactant: [CH3:1][O:2][C:3]1[CH:4]=[C:5]2[C:9](=[CH:10][CH:11]=1)[N:8]([CH3:12])[CH:7]=[C:6]2[C:13]1[N:23]([CH2:24][O:25][CH2:26][CH2:27][Si:28]([CH3:31])([CH3:30])[CH3:29])[C:16]2=[N:17][CH:18]=[C:19]([CH2:21][NH2:22])[N:20]=[C:15]2[CH:14]=1.N1C=CC=CC=1.[CH3:38][C:39](OC(C)=O)=[O:40].CC(O)=O. Product: [CH3:1][O:2][C:3]1[CH:4]=[C:5]2[C:9](=[CH:10][CH:11]=1)[N:8]([CH3:12])[CH:7]=[C:6]2[C:13]1[N:23]([CH2:24][O:25][CH2:26][CH2:27][Si:28]([CH3:30])([CH3:29])[CH3:31])[C:16]2=[N:17][CH:18]=[C:19]([CH2:21][NH:22][C:39](=[O:40])[CH3:38])[N:20]=[C:15]2[CH:14]=1. The catalyst class is: 49.